Predict the reactants needed to synthesize the given product. From a dataset of Full USPTO retrosynthesis dataset with 1.9M reactions from patents (1976-2016). Given the product [CH3:24][C:25]1[CH:26]=[CH:27][C:28]([C:41]([NH:1][C:2]2[CH:23]=[CH:22][C:5]([O:6][CH2:7][CH2:8][C:9]3[N:10]=[C:11]([NH:14][C:15](=[O:21])[O:16][C:17]([CH3:20])([CH3:18])[CH3:19])[S:12][CH:13]=3)=[CH:4][CH:3]=2)=[O:42])=[C:29]([C:31]2[CH:36]=[CH:35][C:34]([C:37]([F:38])([F:39])[F:40])=[CH:33][CH:32]=2)[CH:30]=1, predict the reactants needed to synthesize it. The reactants are: [NH2:1][C:2]1[CH:23]=[CH:22][C:5]([O:6][CH2:7][CH2:8][C:9]2[N:10]=[C:11]([NH:14][C:15](=[O:21])[O:16][C:17]([CH3:20])([CH3:19])[CH3:18])[S:12][CH:13]=2)=[CH:4][CH:3]=1.[CH3:24][C:25]1[CH:30]=[C:29]([C:31]2[CH:36]=[CH:35][C:34]([C:37]([F:40])([F:39])[F:38])=[CH:33][CH:32]=2)[C:28]([C:41](O)=[O:42])=[CH:27][CH:26]=1.ON1C2C=CC=CC=2N=N1.Cl.CN(C)CCCN=C=NCC.